This data is from Catalyst prediction with 721,799 reactions and 888 catalyst types from USPTO. The task is: Predict which catalyst facilitates the given reaction. (1) The catalyst class is: 140. Reactant: [Cl-].[CH2:2]([Zn+])[C:3]([CH3:6])([CH3:5])[CH3:4].[F:8][C:9]1[CH:10]=[C:11]([CH:34]=[C:35]([F:37])[CH:36]=1)[CH2:12][C@H:13]([NH:30][C:31](=[O:33])[CH3:32])[C@H:14]([OH:29])[CH2:15][NH:16][C:17]1([CH3:28])[C:26]2[C:21](=[CH:22][CH:23]=[C:24](I)[CH:25]=2)[O:20][CH2:19][CH2:18]1. Product: [F:37][C:35]1[CH:34]=[C:11]([CH:10]=[C:9]([F:8])[CH:36]=1)[CH2:12][C@H:13]([NH:30][C:31](=[O:33])[CH3:32])[C@H:14]([OH:29])[CH2:15][NH:16][C:17]1([CH3:28])[C:26]2[C:21](=[CH:22][CH:23]=[C:24]([CH2:2][C:3]([CH3:6])([CH3:5])[CH3:4])[CH:25]=2)[O:20][CH2:19][CH2:18]1. (2) Reactant: [F:1][C:2]1[CH:7]=[CH:6][C:5]([C:8]2([OH:14])[CH2:13][CH2:12][NH:11][CH2:10][CH2:9]2)=[CH:4][C:3]=1[C:15]([F:18])([F:17])[F:16].C(=O)([O-])[O-].[K+].[K+].I[CH2:26][CH2:27][CH3:28].Cl. Product: [F:1][C:2]1[CH:7]=[CH:6][C:5]([C:8]2([OH:14])[CH2:9][CH2:10][N:11]([CH2:26][CH2:27][CH3:28])[CH2:12][CH2:13]2)=[CH:4][C:3]=1[C:15]([F:18])([F:16])[F:17]. The catalyst class is: 10. (3) Reactant: [Br:1][C:2]1[CH:7]=[CH:6][CH:5]=[CH:4][C:3]=1[C:8]1[NH:9][CH:10]=[CH:11][N:12]=1.CN(C=O)C.[H-].[Na+].[CH3:20][Si:21]([CH3:28])([CH3:27])[CH2:22][CH2:23][O:24][CH2:25]Cl. Product: [Br:1][C:2]1[CH:7]=[CH:6][CH:5]=[CH:4][C:3]=1[C:8]1[N:12]([CH2:25][O:24][CH2:23][CH2:22][Si:21]([CH3:28])([CH3:27])[CH3:20])[CH:11]=[CH:10][N:9]=1. The catalyst class is: 1. (4) Reactant: [CH2:1]([CH:5]1[CH2:9][O:8][C:7]([CH3:11])([CH3:10])[O:6]1)[CH2:2][C:3]#[CH:4].CN1C(=O)N(C)CCC1.[Li][CH2:22][CH2:23][CH2:24][CH3:25].CCCCCC. Product: [CH:24]1([CH2:25][C:4]#[C:3][CH2:2][CH2:1][CH:5]2[CH2:9][O:8][C:7]([CH3:11])([CH3:10])[O:6]2)[CH2:22][CH2:23]1. The catalyst class is: 1. (5) Reactant: C([O:8][CH:9]1[CH2:12][CH:11]([N:13]2[C:21](=[O:22])[C:20]3[N:19]([CH2:23][C:24]4[CH:29]=[CH:28][C:27]([Cl:30])=[CH:26][CH:25]=4)[C:18]([O:31][C:32]4[CH:37]=[CH:36][CH:35]=[C:34]([O:38][C:39]([F:42])([F:41])[F:40])[CH:33]=4)=[N:17][C:16]=3[N:15]([CH3:43])[C:14]2=[O:44])[CH2:10]1)C1C=CC=CC=1. Product: [Cl:30][C:27]1[CH:26]=[CH:25][C:24]([CH2:23][N:19]2[C:20]3[C:21](=[O:22])[N:13]([CH:11]4[CH2:10][CH:9]([OH:8])[CH2:12]4)[C:14](=[O:44])[N:15]([CH3:43])[C:16]=3[N:17]=[C:18]2[O:31][C:32]2[CH:37]=[CH:36][CH:35]=[C:34]([O:38][C:39]([F:42])([F:40])[F:41])[CH:33]=2)=[CH:29][CH:28]=1. The catalyst class is: 19. (6) Reactant: [Si]([O:8][CH:9]1[CH2:36][CH2:35][C:12]2[N:13]=[C:14]([NH:16][C:17]([N:19]3[CH2:24][CH2:23][CH:22]([N:25]4[C:33]5[C:28](=[CH:29][CH:30]=[C:31]([F:34])[CH:32]=5)[CH2:27][CH2:26]4)[CH2:21][CH2:20]3)=[O:18])[S:15][C:11]=2[CH2:10]1)(C(C)(C)C)(C)C.CCCC[N+](CCCC)(CCCC)CCCC.[F-].CCOC(C)=O.O. Product: [F:34][C:31]1[CH:32]=[C:33]2[C:28]([CH2:27][CH2:26][N:25]2[CH:22]2[CH2:21][CH2:20][N:19]([C:17]([NH:16][C:14]3[S:15][C:11]4[CH2:10][CH:9]([OH:8])[CH2:36][CH2:35][C:12]=4[N:13]=3)=[O:18])[CH2:24][CH2:23]2)=[CH:29][CH:30]=1. The catalyst class is: 1.